From a dataset of Full USPTO retrosynthesis dataset with 1.9M reactions from patents (1976-2016). Predict the reactants needed to synthesize the given product. (1) Given the product [Br:10][C:8]1[CH:7]=[CH:6][C:5]2[O:11][C:12]3([CH2:16][CH2:15][CH2:14][CH2:13]3)[CH2:1][C:2](=[O:3])[C:4]=2[CH:9]=1, predict the reactants needed to synthesize it. The reactants are: [CH3:1][C:2]([C:4]1[CH:9]=[C:8]([Br:10])[CH:7]=[CH:6][C:5]=1[OH:11])=[O:3].[C:12]1(=O)[CH2:16][CH2:15][CH2:14][CH2:13]1.N1CCCC1. (2) Given the product [F:32][C:26]1[CH:27]=[C:28]([I:31])[CH:29]=[CH:30][C:25]=1[NH:24][C:7]1[C:6]([C:4]([OH:5])=[O:3])=[CH:11][N:10]=[C:9]2[N:12]([CH2:15][C:16]3[CH:17]=[CH:18][C:19]([O:22][CH3:23])=[CH:20][CH:21]=3)[N:13]=[CH:14][C:8]=12, predict the reactants needed to synthesize it. The reactants are: C([O:3][C:4]([C:6]1[C:7]([NH:24][C:25]2[CH:30]=[CH:29][C:28]([I:31])=[CH:27][C:26]=2[F:32])=[C:8]2[CH:14]=[N:13][N:12]([CH2:15][C:16]3[CH:21]=[CH:20][C:19]([O:22][CH3:23])=[CH:18][CH:17]=3)[C:9]2=[N:10][CH:11]=1)=[O:5])C.[OH-].[Na+].